This data is from Reaction yield outcomes from USPTO patents with 853,638 reactions. The task is: Predict the reaction yield, written as a fraction of the theoretical maximum amount of product (1.0 means a 100% yield; for example, 0.34 means a 34% yield). (1) The reactants are [O:1]=[C:2]1[NH:7][N:6]=[C:5]([C:8]([OH:10])=[O:9])[CH2:4][CH2:3]1.Br.C(O)(=O)C.CS(C)=O. The catalyst is C(O)(=O)C. The product is [O:1]=[C:2]1[NH:7][N:6]=[C:5]([C:8]([OH:10])=[O:9])[CH:4]=[CH:3]1. The yield is 0.540. (2) The reactants are [CH3:1][CH2:2][N:3]([CH2:6][CH2:7][NH:8][C:9]([C:11]1[C:12]([CH3:29])=[C:13](/[CH:17]=[C:18]2/[C:19]3[CH:20]=[C:21]([F:28])[CH:22]=[CH:23][C:24]=3[NH:25][C:26]/2=[O:27])[NH:14][C:15]=1[CH3:16])=[O:10])[CH2:4][CH3:5].[P:30](=[O:34])([OH:33])([OH:32])[OH:31]. The catalyst is CO. The product is [CH3:1][CH2:2][N:3]([CH2:6][CH2:7][NH:8][C:9]([C:11]1[C:12]([CH3:29])=[C:13](/[CH:17]=[C:18]2/[C:19]3[CH:20]=[C:21]([F:28])[CH:22]=[CH:23][C:24]=3[NH:25][C:26]/2=[O:27])[NH:14][C:15]=1[CH3:16])=[O:10])[CH2:4][CH3:5].[P:30]([O-:34])([O-:33])([O-:32])=[O:31]. The yield is 0.950. (3) The catalyst is C(Cl)Cl.O. The product is [ClH:46].[Cl:46][CH2:47][C:48]([N:24]1[CH2:25][CH2:26][CH:21]([N:20]([CH3:27])[C:10]2[N:9]=[C:8]([N:7]3[C:6]4[CH:28]=[CH:29][CH:30]=[C:31]([O:32][CH2:33][CH2:34][CH2:35][N:36]([CH3:38])[CH3:37])[C:5]=4[NH:4][CH:3]3[CH:2]([F:1])[F:39])[N:13]=[C:12]([N:14]3[CH2:19][CH2:18][O:17][CH2:16][CH2:15]3)[N:11]=2)[CH2:22][CH2:23]1)=[O:49]. The reactants are [F:1][CH:2]([F:39])[C:3]1[N:7]([C:8]2[N:13]=[C:12]([N:14]3[CH2:19][CH2:18][O:17][CH2:16][CH2:15]3)[N:11]=[C:10]([N:20]([CH3:27])[CH:21]3[CH2:26][CH2:25][NH:24][CH2:23][CH2:22]3)[N:9]=2)[C:6]2[CH:28]=[CH:29][CH:30]=[C:31]([O:32][CH2:33][CH2:34][CH2:35][N:36]([CH3:38])[CH3:37])[C:5]=2[N:4]=1.C([O-])([O-])=O.[K+].[K+].[Cl:46][CH2:47][C:48](Cl)=[O:49]. The yield is 0.280. (4) The reactants are [Cl:1][C:2]1[CH:3]=[CH:4][C:5]([O:33][CH:34]([F:36])[F:35])=[C:6]([C:8]2[N:12](COCC[Si](C)(C)C)[N:11]=[CH:10][C:9]=2[NH:21][C:22]([C:24]2[CH:25]=[N:26][N:27]3[CH:32]=[CH:31][CH:30]=[N:29][C:28]=23)=[O:23])[CH:7]=1.Cl. The catalyst is CO. The product is [Cl:1][C:2]1[CH:3]=[CH:4][C:5]([O:33][CH:34]([F:36])[F:35])=[C:6]([C:8]2[C:9]([NH:21][C:22]([C:24]3[CH:25]=[N:26][N:27]4[CH:32]=[CH:31][CH:30]=[N:29][C:28]=34)=[O:23])=[CH:10][NH:11][N:12]=2)[CH:7]=1. The yield is 0.960. (5) The reactants are [CH:1]1([C:7](Cl)=[O:8])[CH2:6][CH2:5][CH2:4][CH2:3][CH2:2]1.N1C=CC=CC=1.C([O:23][C:24](=[O:42])[C@H:25]([CH2:27][C:28]1[CH:33]=[CH:32][C:31]([O:34]CC2C=CC=CC=2)=[CH:30][CH:29]=1)[NH2:26])C1C=CC=CC=1. The catalyst is CO.O1CCCC1.[Pd]. The product is [CH:1]1([C:7]([NH:26][C@H:25]([C:24]([OH:42])=[O:23])[CH2:27][C:28]2[CH:29]=[CH:30][C:31]([OH:34])=[CH:32][CH:33]=2)=[O:8])[CH2:6][CH2:5][CH2:4][CH2:3][CH2:2]1. The yield is 0.640. (6) The reactants are [O:1]1[C:5]([C:6]2[CH:11]=[CH:10][C:9]([NH:12][C:13]3[N:14]=[C:15]([N:23]([C:27]4[CH:32]=[CH:31][CH:30]=[CH:29][CH:28]=4)[CH2:24][CH2:25][OH:26])[C:16]4[CH2:22][NH:21][CH2:20][CH2:19][C:17]=4[N:18]=3)=[CH:8][CH:7]=2)=[CH:4][N:3]=[CH:2]1.C(N(CC)CC)C.[CH3:40][O:41][CH2:42][C:43](Cl)=[O:44]. The catalyst is CO.ClCCl. The product is [OH:26][CH2:25][CH2:24][N:23]([C:27]1[CH:28]=[CH:29][CH:30]=[CH:31][CH:32]=1)[C:15]1[C:16]2[CH2:22][N:21]([C:43](=[O:44])[CH2:42][O:41][CH3:40])[CH2:20][CH2:19][C:17]=2[N:18]=[C:13]([NH:12][C:9]2[CH:10]=[CH:11][C:6]([C:5]3[O:1][CH:2]=[N:3][CH:4]=3)=[CH:7][CH:8]=2)[N:14]=1. The yield is 0.170. (7) The reactants are [OH:1][CH2:2][CH:3]1[NH:8][CH2:7][CH2:6][N:5]([C:9]([O:11][C:12]([CH3:15])([CH3:14])[CH3:13])=[O:10])[CH2:4]1.[N:16]([C:19]1[CH:29]=[CH:28][CH:27]=[CH:26][C:20]=1[C:21]([O:23][CH2:24][CH3:25])=[O:22])=[C:17]=[O:18]. The catalyst is O1CCCC1. The product is [CH2:24]([O:23][C:21]([C:20]1[CH:26]=[CH:27][CH:28]=[CH:29][C:19]=1[NH:16][C:17]([N:8]1[CH2:7][CH2:6][N:5]([C:9]([O:11][C:12]([CH3:15])([CH3:14])[CH3:13])=[O:10])[CH2:4][CH:3]1[CH2:2][OH:1])=[O:18])=[O:22])[CH3:25]. The yield is 0.770. (8) The reactants are [F:1][C:2]1[CH:7]=[CH:6][CH:5]=[C:4]([F:8])[C:3]=1[N:9]1[C:14]2[N:15]=[C:16]([NH:30][CH2:31][CH2:32][N:33]([CH3:35])[CH3:34])[N:17]=[C:18]([C:19]3[CH:20]=[C:21]([CH:25]=[C:26]([F:29])[C:27]=3[CH3:28])[C:22]([OH:24])=O)[C:13]=2[CH2:12][NH:11][C:10]1=[O:36].CN.[CH2:39]([N:41](CC)CC)C.CN(C(ON1N=NC2C=CC=CC1=2)=[N+](C)C)C.F[P-](F)(F)(F)(F)F. The catalyst is C(Cl)Cl. The product is [F:1][C:2]1[CH:7]=[CH:6][CH:5]=[C:4]([F:8])[C:3]=1[N:9]1[C:14]2[N:15]=[C:16]([NH:30][CH2:31][CH2:32][N:33]([CH3:35])[CH3:34])[N:17]=[C:18]([C:19]3[CH:20]=[C:21]([CH:25]=[C:26]([F:29])[C:27]=3[CH3:28])[C:22]([NH:41][CH3:39])=[O:24])[C:13]=2[CH2:12][NH:11][C:10]1=[O:36]. The yield is 0.540. (9) The reactants are CS[C:3]1[CH:4]=[C:5]([CH:12]=[C:13]([N+:15]([O-:17])=[O:16])[CH:14]=1)[C:6]([O:8][CH2:9][CH:10]=[CH2:11])=[O:7].[OH:18][S:19]([O-:22])(=O)=O.[K+].[CH3:24]O. The catalyst is O. The product is [CH3:24][S:19]([C:3]1[CH:4]=[C:5]([CH:12]=[C:13]([N+:15]([O-:17])=[O:16])[CH:14]=1)[C:6]([O:8][CH2:9][CH:10]=[CH2:11])=[O:7])(=[O:22])=[O:18]. The yield is 0.590.